From a dataset of Reaction yield outcomes from USPTO patents with 853,638 reactions. Predict the reaction yield, written as a fraction of the theoretical maximum amount of product (1.0 means a 100% yield; for example, 0.34 means a 34% yield). (1) The reactants are Br[C:2]1[CH:7]=[CH:6][C:5]2[C:8]3[CH2:9][N:10]([C:15]([O:17][C:18]([CH3:21])([CH3:20])[CH3:19])=[O:16])[CH2:11][CH2:12][C:13]=3[O:14][C:4]=2[CH:3]=1.[CH2:22]([O:29][C:30]1[CH:35]=[CH:34][NH:33][C:32](=[O:36])[CH:31]=1)[C:23]1[CH:28]=[CH:27][CH:26]=[CH:25][CH:24]=1.C([O-])([O-])=O.[Cs+].[Cs+].CN[C@H]1CCCC[C@@H]1NC.[Cl-].[Na+].O.[NH4+].[OH-]. The catalyst is C1(C)C=CC=CC=1.C(Cl)Cl.CO.[NH4+].[OH-].[Cu](I)I. The product is [CH2:22]([O:29][C:30]1[CH:35]=[CH:34][N:33]([C:2]2[CH:7]=[CH:6][C:5]3[C:8]4[CH2:9][N:10]([C:15]([O:17][C:18]([CH3:21])([CH3:20])[CH3:19])=[O:16])[CH2:11][CH2:12][C:13]=4[O:14][C:4]=3[CH:3]=2)[C:32](=[O:36])[CH:31]=1)[C:23]1[CH:24]=[CH:25][CH:26]=[CH:27][CH:28]=1. The yield is 0.680. (2) The reactants are C[Si](C)(C)[N-][Si](C)(C)C.[Li+].[CH2:11]([NH:18][C:19]([C:21]1[S:25][CH:24]=[N:23][C:22]=1[CH3:26])=[O:20])[C:12]1[CH:17]=[CH:16][CH:15]=[CH:14][CH:13]=1.[I:27]I. The catalyst is O1CCCC1. The product is [CH2:11]([NH:18][C:19]([C:21]1[S:25][C:24]([I:27])=[N:23][C:22]=1[CH3:26])=[O:20])[C:12]1[CH:13]=[CH:14][CH:15]=[CH:16][CH:17]=1. The yield is 0.470. (3) The reactants are OO.C(OC(C(F)(F)F)=O)(C(F)(F)F)=[O:4].[O-:16][N+:17]1[C:22]2[CH:23]=[C:24]3[C:28](=[CH:29][C:21]=2[N:20]=[C:19]([NH:30][CH2:31][CH2:32][N:33]([CH2:36][CH3:37])[CH2:34][CH3:35])[N:18]=1)[CH2:27][CH2:26][CH2:25]3.C(O)(C(F)(F)F)=O. The catalyst is C(Cl)Cl.N. The product is [O-:16][N+:17]1[C:22]2[CH:23]=[C:24]3[C:28](=[CH:29][C:21]=2[N+:20]([O-:4])=[C:19]([NH:30][CH2:31][CH2:32][N:33]([CH2:36][CH3:37])[CH2:34][CH3:35])[N:18]=1)[CH2:27][CH2:26][CH2:25]3. The yield is 0.540. (4) The product is [F:48][C:45]1[CH:46]=[CH:47][C:42]([NH:41][C:40]([C:37]2([C:35]([NH:34][C:33]3[CH:32]=[CH:31][C:4]([O:5][C:6]4[CH:11]=[CH:10][N:9]=[C:8]([NH:12][C:13]([N:61]5[CH2:62][CH2:63][CH:58]([CH2:57][N:52]6[CH2:56][CH2:55][CH2:54][CH2:53]6)[CH2:59][CH2:60]5)=[O:14])[CH:7]=4)=[CH:3][C:2]=3[F:1])=[O:36])[CH2:39][CH2:38]2)=[O:49])=[CH:43][CH:44]=1. The reactants are [F:1][C:2]1[CH:3]=[C:4]([CH:31]=[CH:32][C:33]=1[NH:34][C:35]([C:37]1([C:40](=[O:49])[NH:41][C:42]2[CH:47]=[CH:46][C:45]([F:48])=[CH:44][CH:43]=2)[CH2:39][CH2:38]1)=[O:36])[O:5][C:6]1[CH:11]=[CH:10][N:9]=[C:8]([N:12](C(OC2C=CC=CC=2)=O)[C:13](=O)[O:14]C2C=CC=CC=2)[CH:7]=1.Cl.Cl.[N:52]1([CH2:57][CH:58]2[CH2:63][CH2:62][NH:61][CH2:60][CH2:59]2)[CH2:56][CH2:55][CH2:54][CH2:53]1.C(N(CC)CC)C.O. The yield is 0.280. The catalyst is CN(C)C=O.